This data is from Full USPTO retrosynthesis dataset with 1.9M reactions from patents (1976-2016). The task is: Predict the reactants needed to synthesize the given product. (1) The reactants are: [NH2:1][CH2:2][CH2:3][C:4]1[CH:35]=[CH:34][C:7]([O:8][CH2:9][CH2:10][C:11]2[CH:16]=[CH:15][C:14]([OH:17])=[C:13]([C@@H:18]([C:28]3[CH:33]=[CH:32][CH:31]=[CH:30][CH:29]=3)[CH2:19][CH2:20][N:21]([CH:25]([CH3:27])[CH3:26])[CH:22]([CH3:24])[CH3:23])[CH:12]=2)=[CH:6][CH:5]=1.[OH:36][C:37]1[CH:38]=[C:39]([CH:42]=[C:43]([OH:45])[CH:44]=1)[CH:40]=O.S([O-])([O-])(=O)=O.[Mg+2].[BH4-].[Na+]. Given the product [NH3:1].[CH:22]([N:21]([CH:25]([CH3:26])[CH3:27])[CH2:20][CH2:19][C@@H:18]([C:13]1[CH:12]=[C:11]([CH2:10][CH2:9][O:8][C:7]2[CH:6]=[CH:5][C:4]([CH2:3][CH2:2][NH:1][CH2:40][C:39]3[CH:42]=[C:43]([OH:45])[CH:44]=[C:37]([OH:36])[CH:38]=3)=[CH:35][CH:34]=2)[CH:16]=[CH:15][C:14]=1[OH:17])[C:28]1[CH:29]=[CH:30][CH:31]=[CH:32][CH:33]=1)([CH3:24])[CH3:23], predict the reactants needed to synthesize it. (2) Given the product [F:1][C:2]1[CH:10]=[CH:9][C:8]2[N:7]([C:11]3[CH:16]=[CH:15][C:14]([OH:17])=[C:13]([F:25])[CH:12]=3)[CH:6]=[CH:5][C:4]=2[C:3]=1[OH:26], predict the reactants needed to synthesize it. The reactants are: [F:1][C:2]1[C:3]([O:26]CC2C=CC=CC=2)=[C:4]2[C:8](=[CH:9][CH:10]=1)[N:7]([C:11]1[CH:16]=[CH:15][C:14]([O:17]CC3C=CC=CC=3)=[C:13]([F:25])[CH:12]=1)[CH:6]=[CH:5]2.